From a dataset of Forward reaction prediction with 1.9M reactions from USPTO patents (1976-2016). Predict the product of the given reaction. (1) Given the reactants CN([CH:4]=[O:5])C.C([NH:13][C@H:14]([C:36](O)=[O:37])[CH2:15][S:16][C:17]([C:30]1[CH:35]=[CH:34][CH:33]=[CH:32][CH:31]=1)([C:24]1[CH:29]=[CH:28][CH:27]=[CH:26][CH:25]=1)[C:18]1[CH:23]=[CH:22][CH:21]=[CH:20][CH:19]=1)(OC(C)(C)C)=O.[C:39]([C:46]1NC=CN=1)([C:41]1NC=CN=1)=[O:40].[CH2:51]([NH2:54])[CH2:52][NH2:53].Cl[CH2:56]Cl, predict the reaction product. The product is: [C:4]([N:53]([CH2:52][CH2:51][NH2:54])[C:36](=[O:37])[C@H:14]([CH2:15][S:16][C:17]([C:24]1[CH:29]=[CH:28][CH:27]=[CH:26][CH:25]=1)([C:18]1[CH:23]=[CH:22][CH:21]=[CH:20][CH:19]=1)[C:30]1[CH:31]=[CH:32][CH:33]=[CH:34][CH:35]=1)[NH2:13])([O:40][C:39]([CH3:46])([CH3:56])[CH3:41])=[O:5]. (2) Given the reactants [CH3:1][O:2][C:3]1[CH:25]=[CH:24][C:6]([CH2:7][N:8]2[CH2:17][CH2:16][C:15]3[C:10](=[CH:11][CH:12]=[C:13]([C:18]([CH3:22])([CH3:21])[CH:19]=[O:20])[CH:14]=3)[C:9]2=[O:23])=[CH:5][CH:4]=1.C(O)C.[BH4-].[Na+], predict the reaction product. The product is: [OH:20][CH2:19][C:18]([C:13]1[CH:14]=[C:15]2[C:10](=[CH:11][CH:12]=1)[C:9](=[O:23])[N:8]([CH2:7][C:6]1[CH:5]=[CH:4][C:3]([O:2][CH3:1])=[CH:25][CH:24]=1)[CH2:17][CH2:16]2)([CH3:21])[CH3:22].